Dataset: Forward reaction prediction with 1.9M reactions from USPTO patents (1976-2016). Task: Predict the product of the given reaction. (1) Given the reactants B.CSC.[C:5]([C@H:7]([OH:27])[C@@H:8]1[CH2:16][C:15]2[C:10](=[CH:11][CH:12]=[CH:13][CH:14]=2)[N:9]1[C:17]([O:19][CH2:20][C:21]1[CH:26]=[CH:25][CH:24]=[CH:23][CH:22]=1)=[O:18])#[N:6], predict the reaction product. The product is: [NH2:6][CH2:5][C@@H:7]([C@@H:8]1[CH2:16][C:15]2[C:10](=[CH:11][CH:12]=[CH:13][CH:14]=2)[N:9]1[C:17]([O:19][CH2:20][C:21]1[CH:22]=[CH:23][CH:24]=[CH:25][CH:26]=1)=[O:18])[OH:27]. (2) Given the reactants [NH2:1][C:2]1[CH:32]=[CH:31][C:5]([C:6]([N:8]2[CH2:13][CH2:12][N:11]([CH2:14][C:15]3[CH:16]=[C:17]([CH:28]=[CH:29][CH:30]=3)[C:18]([NH:20][C:21]([C:26]#[N:27])([CH:23]3[CH2:25][CH2:24]3)[CH3:22])=[O:19])[CH2:10][CH2:9]2)=[O:7])=[CH:4][C:3]=1[F:33].C1C([N+]([O-])=O)=CC=C([Cl-][C:44]([O-])=[O:45])C=1.[CH:47]1([CH2:50][NH2:51])[CH2:49][CH2:48]1, predict the reaction product. The product is: [C:26]([C:21]([NH:20][C:18](=[O:19])[C:17]1[CH:28]=[CH:29][CH:30]=[C:15]([CH2:14][N:11]2[CH2:10][CH2:9][N:8]([C:6](=[O:7])[C:5]3[CH:31]=[CH:32][C:2]([NH:1][C:44]([NH:51][CH2:50][CH:47]4[CH2:49][CH2:48]4)=[O:45])=[C:3]([F:33])[CH:4]=3)[CH2:13][CH2:12]2)[CH:16]=1)([CH:23]1[CH2:25][CH2:24]1)[CH3:22])#[N:27]. (3) Given the reactants Br[CH2:2][C:3]1[C:4]([C:9]2[CH:14]=[CH:13][C:12]([Br:15])=[CH:11][CH:10]=2)=[N:5][O:6][C:7]=1[CH3:8].[C:16]1([CH2:22][CH2:23][SH:24])[CH:21]=[CH:20][CH:19]=[CH:18][CH:17]=1, predict the reaction product. The product is: [Br:15][C:12]1[CH:13]=[CH:14][C:9]([C:4]2[C:3]([CH2:2][S:24][CH2:23][CH2:22][C:16]3[CH:21]=[CH:20][CH:19]=[CH:18][CH:17]=3)=[C:7]([CH3:8])[O:6][N:5]=2)=[CH:10][CH:11]=1. (4) Given the reactants CN([C:4]([O:8]N1N=NC2C=CC=NC1=2)=[N+:5](C)C)C.F[P-](F)(F)(F)(F)F.[C:25]([OH:31])([C:27]([F:30])([F:29])[F:28])=[O:26].[NH:32]1[CH2:36][CH2:35][CH2:34][C@H:33]1[C:37]1[NH:41][C:40]2[CH:42]=[C:43]([C:46]3[CH:55]=[CH:54][C:53]4[C:48](=[CH:49][CH:50]=[C:51]([C:56]5[NH:60][C:59]([C@@H:61]6[CH2:65][CH2:64][CH2:63][NH:62]6)=[N:58][CH:57]=5)[CH:52]=4)[CH:47]=3)[CH:44]=[CH:45][C:39]=2[N:38]=1.C(N([CH:72]([CH3:74])[CH3:73])CC)(C)C.[CH3:75][O:76][C:77]([NH:79][C@@H:80]([CH:84]([CH3:86])[CH3:85])[C:81](O)=[O:82])=[O:78].[CH3:87][OH:88], predict the reaction product. The product is: [C:25]([OH:31])([C:27]([F:30])([F:29])[F:28])=[O:26].[CH3:87][O:88][C:4](=[O:8])[NH:5][C@H:27]([C:25]([N:62]1[CH2:63][CH2:64][CH2:65][C@H:61]1[C:59]1[NH:58][CH:57]=[C:56]([C:51]2[CH:50]=[CH:49][C:48]3[C:53](=[CH:54][CH:55]=[C:46]([C:43]4[CH:44]=[CH:45][C:39]5[NH:38][C:37]([C@@H:33]6[CH2:34][CH2:35][CH2:36][N:32]6[C:81](=[O:82])[C@@H:80]([NH:79][C:77]([O:76][CH3:75])=[O:78])[CH:84]([CH3:86])[CH3:85])=[N:41][C:40]=5[CH:42]=4)[CH:47]=3)[CH:52]=2)[N:60]=1)=[O:26])[CH:72]([CH3:73])[CH3:74]. (5) The product is: [F:8][C:9]1[CH:14]=[CH:13][C:12]([C@@H:15]([OH:37])[CH2:16][CH2:17][C@H:18]2[C:19](=[O:36])[N:20]([C:29]3[CH:34]=[CH:33][C:32]([C:40]#[C:39][CH2:38][NH:41][S:42]([CH3:45])(=[O:44])=[O:43])=[CH:31][CH:30]=3)[C@@H:21]2[C:22]2[CH:27]=[CH:26][C:25]([OH:28])=[CH:24][CH:23]=2)=[CH:11][CH:10]=1. Given the reactants C(N(CC)CC)C.[F:8][C:9]1[CH:14]=[CH:13][C:12]([C@@H:15]([OH:37])[CH2:16][CH2:17][C@@H:18]2[C@@H:21]([C:22]3[CH:27]=[CH:26][C:25]([OH:28])=[CH:24][CH:23]=3)[N:20]([C:29]3[CH:34]=[CH:33][C:32](I)=[CH:31][CH:30]=3)[C:19]2=[O:36])=[CH:11][CH:10]=1.[CH2:38]([NH:41][S:42]([CH3:45])(=[O:44])=[O:43])[C:39]#[CH:40], predict the reaction product. (6) Given the reactants FC(F)(F)S(O[C:7]1[CH:16]=[CH:15][C:14]2[C:13](=[O:17])[CH2:12][CH2:11][CH2:10][C:9]=2[CH:8]=1)(=O)=O.[CH3:20][C:21]1[CH:22]=[C:23]([SH:27])[CH:24]=[CH:25][CH:26]=1.CCN(C(C)C)C(C)C, predict the reaction product. The product is: [CH3:20][C:21]1[CH:22]=[C:23]([S:27][C:7]2[CH:8]=[C:9]3[C:14](=[CH:15][CH:16]=2)[C:13](=[O:17])[CH2:12][CH2:11][CH2:10]3)[CH:24]=[CH:25][CH:26]=1.